Dataset: Catalyst prediction with 721,799 reactions and 888 catalyst types from USPTO. Task: Predict which catalyst facilitates the given reaction. (1) Reactant: [CH:1](=O)[C:2]1[CH:7]=[CH:6][CH:5]=[CH:4][CH:3]=1.[CH3:9][O:10][C:11]1[C:12]([NH:18][CH3:19])=[N:13][CH:14]=[C:15]([NH2:17])[CH:16]=1. Product: [CH:1](=[N:17][C:15]1[CH:16]=[C:11]([O:10][CH3:9])[C:12]([NH:18][CH3:19])=[N:13][CH:14]=1)[C:2]1[CH:7]=[CH:6][CH:5]=[CH:4][CH:3]=1. The catalyst class is: 5. (2) Reactant: [C:1]([Si:5]([O:18][CH2:19][C@H:20]1[C@H:28]2[C@@:24]([CH3:30])([C:25]([CH3:29])=[CH:26][CH2:27]2)[CH2:23][CH2:22][C@@H:21]1[C@@:31]1([CH3:54])[CH2:36][CH2:35][C@H:34]([O:37][Si](C(C)(C)C)(C)C)[CH2:33][C@@H:32]1[CH2:45][O:46][Si](C(C)(C)C)(C)C)([C:12]1[CH:17]=[CH:16][CH:15]=[CH:14][CH:13]=1)[C:6]1[CH:11]=[CH:10][CH:9]=[CH:8][CH:7]=1)([CH3:4])([CH3:3])[CH3:2].O.CC(C)=O. Product: [Si:5]([O:18][CH2:19][C@H:20]1[C@H:28]2[C@@:24]([CH3:30])([C:25]([CH3:29])=[CH:26][CH2:27]2)[CH2:23][CH2:22][C@@H:21]1[C@@:31]1([CH3:54])[CH2:36][CH2:35][C@H:34]([OH:37])[CH2:33][C@@H:32]1[CH2:45][OH:46])([C:1]([CH3:2])([CH3:3])[CH3:4])([C:12]1[CH:17]=[CH:16][CH:15]=[CH:14][CH:13]=1)[C:6]1[CH:7]=[CH:8][CH:9]=[CH:10][CH:11]=1. The catalyst class is: 52. (3) Reactant: [OH:1][C:2]1[CH:7]=[CH:6][C:5]([N+:8]([O-:10])=[O:9])=[CH:4][C:3]=1[C:11](=[O:14])[CH2:12][CH3:13].C(=O)([O-])[O-].[K+].[K+].[Cl:21][C:22]1[CH:29]=[CH:28][CH:27]=[CH:26][C:23]=1[CH2:24]Cl.CN(C=O)C. Product: [Cl:21][C:22]1[CH:29]=[CH:28][CH:27]=[CH:26][C:23]=1[CH2:24][O:1][C:2]1[CH:7]=[CH:6][C:5]([N+:8]([O-:10])=[O:9])=[CH:4][C:3]=1[C:11](=[O:14])[CH2:12][CH3:13]. The catalyst class is: 6.